Predict the reactants needed to synthesize the given product. From a dataset of Retrosynthesis with 50K atom-mapped reactions and 10 reaction types from USPTO. (1) Given the product COC(=O)c1cccc(S(=O)(=O)N(C)C)c1CS(=O)(=O)NC(=O)Nc1nc(OC)cc(OC)n1, predict the reactants needed to synthesize it. The reactants are: COC(=O)c1cccc(S(=O)(=O)N(C)C)c1CS(=O)(=O)N=C=O.COc1cc(OC)nc(N)n1. (2) Given the product N#Cc1cc(Cl)cc(Oc2c(Cl)ccc(CNC(=O)c3[nH]c(C(=O)NC4CC4)cc3Cl)c2F)c1, predict the reactants needed to synthesize it. The reactants are: N#Cc1cc(Cl)cc(Oc2c(Cl)ccc(CN)c2F)c1.O=C(NC1CC1)c1cc(Cl)c(C(=O)O)[nH]1. (3) Given the product CCCOC(=O)c1cc(F)ccc1N, predict the reactants needed to synthesize it. The reactants are: CCCOC(=O)c1cc(F)ccc1[N+](=O)[O-]. (4) Given the product Cc1ccnc(COc2cc(-c3cccnc3)c3c(n2)CCCC3)c1, predict the reactants needed to synthesize it. The reactants are: Cc1ccnc(CO)c1.Clc1cc(-c2cccnc2)c2c(n1)CCCC2. (5) Given the product C[Si](C)(C)CCOCn1ccc2c(-c3cnn(C(CC#N)CN4CCC(Oc5cc(F)cc(CO)c5)C(F)C4)c3)ncnc21, predict the reactants needed to synthesize it. The reactants are: COC(=O)c1cc(F)cc(OC2CCN(CC(CC#N)n3cc(-c4ncnc5c4ccn5COCC[Si](C)(C)C)cn3)CC2F)c1. (6) Given the product O=C(NCCOCc1ccccc1)N(CCO)CCO, predict the reactants needed to synthesize it. The reactants are: O=C=NCCOCc1ccccc1.OCCNCCO. (7) The reactants are: COC(=O)CC(N)Cc1cc(F)c(F)cc1F. Given the product NC(CC(=O)O)Cc1cc(F)c(F)cc1F, predict the reactants needed to synthesize it. (8) Given the product CS(=O)(=O)N1CCc2c(c(-c3ccc(C(F)(F)F)cc3)nn2CCCN2CCN(c3c(Cl)cccc3[N+](=O)[O-])CC2)C1, predict the reactants needed to synthesize it. The reactants are: CS(=O)(=O)N1CCc2c(c(-c3ccc(C(F)(F)F)cc3)nn2CCC=O)C1.O=[N+]([O-])c1cccc(Cl)c1N1CCNCC1. (9) Given the product CCN(C(C)=O)c1ccc(F)c([N+](=O)[O-])c1, predict the reactants needed to synthesize it. The reactants are: CC(=O)Nc1ccc(F)c([N+](=O)[O-])c1.CCI.